Task: Predict the reaction yield, written as a fraction of the theoretical maximum amount of product (1.0 means a 100% yield; for example, 0.34 means a 34% yield).. Dataset: Reaction yield outcomes from USPTO patents with 853,638 reactions The reactants are [OH:1][C@H:2]1[C@:7]([OH:14])([C:8]2[CH:13]=[CH:12][CH:11]=[CH:10][CH:9]=2)[CH2:6][CH2:5][N:4]([C:15]([O:17][C:18]([CH3:21])([CH3:20])[CH3:19])=[O:16])[CH2:3]1.[OH-].[Na+].Cl[CH:25](Cl)[CH3:26]. The catalyst is S([O-])(O)(=O)=O.C([N+](CCCC)(CCCC)CCCC)CCC.O.CCOC(C)=O. The product is [C:8]1([C@:7]23[O:14][CH2:26][CH2:25][O:1][C@H:2]2[CH2:3][N:4]([C:15]([O:17][C:18]([CH3:21])([CH3:20])[CH3:19])=[O:16])[CH2:5][CH2:6]3)[CH:13]=[CH:12][CH:11]=[CH:10][CH:9]=1. The yield is 0.400.